Dataset: Catalyst prediction with 721,799 reactions and 888 catalyst types from USPTO. Task: Predict which catalyst facilitates the given reaction. (1) Reactant: [CH3:1][C:2]1[N:7]([C:8]2[CH:13]=[CH:12][CH:11]=[CH:10][CH:9]=2)[C:6](=[O:14])[NH:5][C:4](=O)[CH:3]=1.N.F[P-](F)(F)(F)(F)F.[N:24]1(O[P+](N(C)C)(N(C)C)N(C)C)C2C=CC=CC=2N=N1.C1CCN2C(=NCCC2)CC1. Product: [NH2:24][C:4]1[CH:3]=[C:2]([CH3:1])[N:7]([C:8]2[CH:13]=[CH:12][CH:11]=[CH:10][CH:9]=2)[C:6](=[O:14])[N:5]=1. The catalyst class is: 23. (2) Reactant: [Cl:1][C:2]1[CH:3]=[C:4]([C:8]2[N:9]=[C:10]([N:16]3[C:20]4[CH:21]=[C:22]([O:27][CH2:28][CH2:29]CO)[C:23]([O:25][CH3:26])=[CH:24][C:19]=4[N:18]=[CH:17]3)[S:11][C:12]=2[C:13]([NH2:15])=[O:14])[CH:5]=[CH:6][CH:7]=1.[CH2:32]([N:34]([CH:38]([CH3:40])C)[CH:35](C)C)[CH3:33].CS(Cl)(=O)=[O:43].[Cl-].[NH4+]. Product: [Cl:1][C:2]1[CH:3]=[C:4]([C:8]2[N:9]=[C:10]([N:16]3[C:20]4[CH:21]=[C:22]([O:27][CH2:28][CH2:29][CH2:35][N:34]5[CH2:38][CH2:40][O:43][CH2:33][CH2:32]5)[C:23]([O:25][CH3:26])=[CH:24][C:19]=4[N:18]=[CH:17]3)[S:11][C:12]=2[C:13]([NH2:15])=[O:14])[CH:5]=[CH:6][CH:7]=1. The catalyst class is: 145.